Dataset: Peptide-MHC class I binding affinity with 185,985 pairs from IEDB/IMGT. Task: Regression. Given a peptide amino acid sequence and an MHC pseudo amino acid sequence, predict their binding affinity value. This is MHC class I binding data. (1) The peptide sequence is FTIAMWLLL. The MHC is HLA-A02:06 with pseudo-sequence HLA-A02:06. The binding affinity (normalized) is 1.00. (2) The peptide sequence is KGPDKLQVY. The MHC is HLA-A03:01 with pseudo-sequence HLA-A03:01. The binding affinity (normalized) is 0.0847. (3) The peptide sequence is MPMKGRFPI. The MHC is HLA-C05:01 with pseudo-sequence HLA-C05:01. The binding affinity (normalized) is 0.0847. (4) The peptide sequence is TERQANFL. The MHC is HLA-B07:02 with pseudo-sequence HLA-B07:02. The binding affinity (normalized) is 0. (5) The peptide sequence is ALPLDPVT. The MHC is Mamu-A01 with pseudo-sequence Mamu-A01. The binding affinity (normalized) is 0. (6) The peptide sequence is VRDVVMPAL. The MHC is HLA-B44:02 with pseudo-sequence HLA-B44:02. The binding affinity (normalized) is 0.0847.